From a dataset of Forward reaction prediction with 1.9M reactions from USPTO patents (1976-2016). Predict the product of the given reaction. (1) Given the reactants [C:1]([C:5]1[CH:9]=[C:8]([NH:10][C:11]([NH:13][C:14]2[C:23]3[C:18](=[CH:19][CH:20]=[CH:21][CH:22]=3)[C:17]([O:24][C:25]3[CH:30]=[CH:29][N:28]=[C:27](Cl)[N:26]=3)=[CH:16][CH:15]=2)=[O:12])[N:7]([C:32]2[CH:37]=[CH:36][C:35]([P:38]([CH3:41])([CH3:40])=[O:39])=[CH:34][CH:33]=2)[N:6]=1)([CH3:4])([CH3:3])[CH3:2].[NH2:42][C:43]1[CH:48]=[CH:47][C:46]([S:49][CH2:50][CH2:51][OH:52])=[CH:45][CH:44]=1, predict the reaction product. The product is: [C:1]([C:5]1[CH:9]=[C:8]([NH:10][C:11]([NH:13][C:14]2[C:23]3[C:18](=[CH:19][CH:20]=[CH:21][CH:22]=3)[C:17]([O:24][C:25]3[CH:30]=[CH:29][N:28]=[C:27]([NH:42][C:43]4[CH:44]=[CH:45][C:46]([S:49][CH2:50][CH2:51][OH:52])=[CH:47][CH:48]=4)[N:26]=3)=[CH:16][CH:15]=2)=[O:12])[N:7]([C:32]2[CH:37]=[CH:36][C:35]([P:38]([CH3:41])([CH3:40])=[O:39])=[CH:34][CH:33]=2)[N:6]=1)([CH3:4])([CH3:3])[CH3:2]. (2) Given the reactants [OH:1][C:2]1[CH:3]=[CH:4][CH:5]=[C:6]2[C:11]=1[N:10]=[C:9]([CH:12]=[O:13])[CH:8]=[CH:7]2.[H][H], predict the reaction product. The product is: [OH:13][CH2:12][CH:9]1[CH2:8][CH2:7][C:6]2[C:11](=[C:2]([OH:1])[CH:3]=[CH:4][CH:5]=2)[NH:10]1.